This data is from Forward reaction prediction with 1.9M reactions from USPTO patents (1976-2016). The task is: Predict the product of the given reaction. Given the reactants [NH2:1][N:2]1[CH:6]=[CH:5][CH:4]=[C:3]1[C:7]([NH:9][C:10]1[CH:15]=[CH:14][CH:13]=[CH:12][CH:11]=1)=[O:8].[C:16]([O:20][C:21]([NH:23][CH:24]([CH2:28]C)[C:25](O)=[O:26])=[O:22])([CH3:19])([CH3:18])[CH3:17], predict the reaction product. The product is: [O:26]=[C:25]([NH:1][N:2]1[CH:6]=[CH:5][CH:4]=[C:3]1[C:7](=[O:8])[NH:9][C:10]1[CH:15]=[CH:14][CH:13]=[CH:12][CH:11]=1)[CH:24]([NH:23][C:21](=[O:22])[O:20][C:16]([CH3:19])([CH3:18])[CH3:17])[CH3:28].